This data is from Experimentally validated miRNA-target interactions with 360,000+ pairs, plus equal number of negative samples. The task is: Binary Classification. Given a miRNA mature sequence and a target amino acid sequence, predict their likelihood of interaction. (1) The miRNA is hsa-miR-6132 with sequence AGCAGGGCUGGGGAUUGCA. The protein sequence of the target gene is MEFVMKQALGGATKDMGKMLGGDEEKDPDAAKKEEERQEALRQAEEERKAKYAKMEAEREAVRQGIRDKYGIKKKEEREAEAQAAMEANSEGSLTRPKKAIPPGCGDEVEEEDESILDTVIKYLPGPLQDMLKK. Result: 1 (interaction). (2) The miRNA is hsa-miR-6737-3p with sequence UCUGUGCUUCACCCCUACCCAG. The protein sequence of the target gene is MDRHSSYIFIWLQLELCAMAVLLTKGEIRCYCDAAHCVATGYMCKSELSACFSRLLDPQNSNSPLTHGCLDSLASTTDICQAKQARNHSGTTIPTLECCHEDMCNYRGLHDVLSPPRGEASGQGNRYQHDGSRNLITKVQELTSSKELWFRAAVIAVPIAGGLILVLLIMLALRMLRSENKRLQDQRQQMLSRLHYSFHGHHSKKGQVAKLDLECMVPVSGHENCCLTCDKMRQADLSNDKILSLVHWGMYSGHGKLEFV. Result: 1 (interaction). (3) The miRNA is mmu-miR-376b-3p with sequence AUCAUAGAGGAACAUCCACUU. The protein sequence of the target gene is MIVDKLLDDSRGGEGLLDAAGDCGLMTSPLNLAYFYGASPPSAPGAGDTGYLSAVPSAPGSPGSDSSDFSSTSSVSSCGAVESRPRGGARAERPQVEPHMGVGRQQRGPFQGVRVKNSVKELLLHIRSNKQKASGQPVDEFKTQSVNIEQLTDLKSAVSAVGKRKGPDPLSDGPVCKRPALLPSHFVTSPQTPTPGESMEDVRHSESKLDSSAALLQNIINIKNECNPVSLNTVQVSWMSPTVPQNSPRDQCQDFHGGQAFSPPQKYQPFQVSGSPQMMDQASMYQYSPQTQNMQQPPPL.... Result: 1 (interaction). (4) The miRNA is hsa-miR-4268 with sequence GGCUCCUCCUCUCAGGAUGUG. The protein sequence of the target gene is MEKLHGHVSAHPDILSLENRCLAMLPDLQPLEKLHQHVSTHSDILSLKNQCLATLPDLKTMEKPHGYVSAHPDILSLENQCLATLSDLKTMEKPHGHVSAHPDILSLENRCLATLSSLKSTVSASPLFQSLQISHMTQADLYRVNNSNCLLSEPPSWRAQHFSKGLDLSTCPIALKSISATETAQEATLGRWFDSEEKKGAETQMPSYSLSLGEEEEVEDLAVKLTSGDSESHPEPTDHVLQEKKMALLSLLCSTLVSEVNMNNTSDPTLAAIFEICRELALLEPEFILKASLYARQQLN.... Result: 0 (no interaction). (5) The miRNA is hsa-miR-5196-3p with sequence UCAUCCUCGUCUCCCUCCCAG. Result: 0 (no interaction). The protein sequence of the target gene is MGIKFLEVIKPFCAVLPEIQKPERKIQFREKVLWTAITLFIFLVCCQIPLFGIMSSDSADPFYWMRVILASNRGTLMELGISPIVTSGLIMQLLAGAKIIEVGDTPKDRALFNGAQKLFGMIITIGQAIVYVMTGMYGDPAEMGAGICLLIIIQLFVAGLIVLLLDELLQKGYGLGSGISLFIATNICETIVWKAFSPTTINTGRGTEFEGAVIALFHLLATRTDKVRALREAFYRQNLPNLMNLIATVFVFAVVIYFQGFRVDLPIKSARYRGQYSSYPIKLFYTSNIPIILQSALVSN.... (6) The miRNA is mmu-miR-3102-3p with sequence GAGCACCCCAUUGGCUACCCACA. The protein sequence of the target gene is MRLYLFTLLVTVFSGVSTKSPIFGPQEVSSIEGDSVSITCYYPDTSVNRHTRKYWCRQGASGMCTTLISSNGYLSKEYSGRANLINFPENNTFVINIEQLTQDDTGSYKCGLGTSNRGLSFDVSLEVSQVPELPSDTHVYTKDIGRNVTIECPFKRENAPSKKSLCKKTNQSCELVIDSTEKVNPSYIGRAKLFMKGTDLTVFYVNISHLTHNDAGLYICQAGEGPSADKKNVDLQVLAPEPELLYKDLRSSVTFECDLGREVANEAKYLCRMNKETCDVIINTLGKRDPDFEGRILITP.... Result: 1 (interaction). (7) The miRNA is mmu-miR-338-3p with sequence UCCAGCAUCAGUGAUUUUGUUG. The protein sequence of the target gene is MTTAPRDSVVWKLAGLLRESGDAVLSGCSTLSLLTATLQQLNRVFELYLGPWGPGQTGFVALPSHPADSPVILQLQFLFDVLQKTLSLKLVHIPGVGLPGPIKIFPFKSLRQLELRGVPIHSLCGLRGIYSQLESLVCNRSIQALEELLSACGGDLCSALPWLALLSADFSYNALRSLDSSLRLLSALRFLNLSHNHLQDCKGFLMDLCELYHLDISYNHLRLVPRVGPSGAALGTLILRANELRSLQGLEQLKNLRHLDVAYNLLEGHTELAPLWLLAELRKLYLEGNPLWFHPAHRAA.... Result: 0 (no interaction).